Dataset: Reaction yield outcomes from USPTO patents with 853,638 reactions. Task: Predict the reaction yield, written as a fraction of the theoretical maximum amount of product (1.0 means a 100% yield; for example, 0.34 means a 34% yield). (1) The reactants are CN(C)C=O.I[C:7]1[C:12]([O:13][C:14]2[C:23]3[C:18](=[CH:19][C:20]([O:26][CH3:27])=[C:21]([O:24][CH3:25])[CH:22]=3)[N:17]=[CH:16][CH:15]=2)=[CH:11][CH:10]=[C:9]([CH3:28])[N:8]=1.C([Sn](CCCC)(CCCC)[C:34]1[S:35][CH:36]=[CH:37][N:38]=1)CCC. The catalyst is [Cu]=O.O. The product is [CH3:25][O:24][C:21]1[CH:22]=[C:23]2[C:18](=[CH:19][C:20]=1[O:26][CH3:27])[N:17]=[CH:16][CH:15]=[C:14]2[O:13][C:12]1[C:7]([C:34]2[S:35][CH:36]=[CH:37][N:38]=2)=[N:8][C:9]([CH3:28])=[CH:10][CH:11]=1. The yield is 0.120. (2) The reactants are FC(F)(F)C1C=C(CO[C@@H]2CC[C@@H]3N[C@@]2(C2C=CC=CC=2)C[C@H]3C2N(CSC3C=CC=CC=3)N=NC=2)C=C(C(F)(F)F)C=1.[F:44][C:45]([F:86])([F:85])[C:46]1[CH:47]=[C:48]([CH2:56][O:57][C@@H:58]2[CH2:64][CH2:63][C@@H:62]3[NH:65][C@@:59]2([C:79]2[CH:84]=[CH:83][CH:82]=[CH:81][CH:80]=2)[CH2:60][C@H:61]3[C:66]2[N:70]=[N:69][N:68]([CH2:71]SC3C=CC=CC=3)[CH:67]=2)[CH:49]=[C:50]([C:52]([F:55])([F:54])[F:53])[CH:51]=1.[BH4-].[Na+]. The catalyst is CO.C1COCC1.O.O.O.O.O.O.[Ni](Cl)Cl. The product is [F:55][C:52]([F:53])([F:54])[C:50]1[CH:49]=[C:48]([CH2:56][O:57][C@@H:58]2[CH2:64][CH2:63][C@@H:62]3[NH:65][C@@:59]2([C:79]2[CH:84]=[CH:83][CH:82]=[CH:81][CH:80]=2)[CH2:60][C@H:61]3[C:66]2[N:70]=[N:69][N:68]([CH3:71])[CH:67]=2)[CH:47]=[C:46]([C:45]([F:44])([F:85])[F:86])[CH:51]=1. The yield is 0.610. (3) The reactants are [Cl:1][C:2]1[N:10]=[C:9]2[C:5]([N:6]=[CH:7][N:8]2[CH3:11])=[C:4]([N:12]2[CH2:17][CH2:16][O:15][CH2:14][C@@H:13]2[CH3:18])[N:3]=1.CN(CCN(C)C)C.[Li]CCCC.CN([CH:35]=[O:36])C.Cl. The catalyst is C1COCC1. The product is [Cl:1][C:2]1[N:10]=[C:9]2[C:5]([N:6]=[C:7]([CH:35]=[O:36])[N:8]2[CH3:11])=[C:4]([N:12]2[CH2:17][CH2:16][O:15][CH2:14][C@@H:13]2[CH3:18])[N:3]=1. The yield is 0.810. (4) The reactants are [CH2:1]([O:8][C:9]([N:11]([CH2:18][CH2:19][C:20]([O:22]C(C)(C)C)=[O:21])[CH2:12][C:13]([O:15][CH2:16][CH3:17])=[O:14])=[O:10])[C:2]1[CH:7]=[CH:6][CH:5]=[CH:4][CH:3]=1.C(O)=O.C(OCC)(=O)C. The catalyst is O. The product is [CH2:1]([O:8][C:9]([N:11]([CH2:18][CH2:19][C:20]([OH:22])=[O:21])[CH2:12][C:13]([O:15][CH2:16][CH3:17])=[O:14])=[O:10])[C:2]1[CH:3]=[CH:4][CH:5]=[CH:6][CH:7]=1. The yield is 0.990.